This data is from Full USPTO retrosynthesis dataset with 1.9M reactions from patents (1976-2016). The task is: Predict the reactants needed to synthesize the given product. (1) Given the product [CH2:1]([O:8][N:9]1[C:14]2[N:15]=[CH:16][N:17]=[C:18]([CH3:19])[C:13]=2[C:12]([NH:20][CH2:21][C:22]2[CH:27]=[CH:26][C:25]([OH:28])=[C:24]([OH:32])[CH:23]=2)=[CH:11][C:10]1=[O:36])[C:2]1[CH:7]=[CH:6][CH:5]=[CH:4][CH:3]=1, predict the reactants needed to synthesize it. The reactants are: [CH2:1]([O:8][N:9]1[C:14]2[N:15]=[CH:16][N:17]=[C:18]([CH3:19])[C:13]=2[C:12]([NH:20][CH2:21][C:22]2[CH:27]=[CH:26][C:25]([O:28]COC)=[C:24]([O:32]COC)[CH:23]=2)=[CH:11][C:10]1=[O:36])[C:2]1[CH:7]=[CH:6][CH:5]=[CH:4][CH:3]=1.C(OCC)(=O)C.C(=O)(O)[O-].[Na+]. (2) Given the product [Si:24]([O:31][C:32]1[C:33]([F:42])=[C:34]([CH:37]=[C:38]([CH2:40][CH3:41])[CH:39]=1)/[CH:35]=[N:8]/[C:9]1[CH:16]=[CH:15][C:12]([C:13]#[N:14])=[CH:11][CH:10]=1)([C:27]([CH3:30])([CH3:29])[CH3:28])([CH3:26])[CH3:25], predict the reactants needed to synthesize it. The reactants are: C(OC1C=C(C=CC=1OC(C)C)/C=[N:8]/[C:9]1[CH:16]=[CH:15][C:12]([C:13]#[N:14])=[CH:11][CH:10]=1)C.[Si:24]([O:31][C:32]1[C:33]([F:42])=[C:34]([CH:37]=[C:38]([CH2:40][CH3:41])[CH:39]=1)[CH:35]=O)([C:27]([CH3:30])([CH3:29])[CH3:28])([CH3:26])[CH3:25].NC1C=CC(C#N)=CC=1. (3) Given the product [CH2:1]([C@H:8]1[CH2:12][O:11][C:10](=[O:13])[N:9]1[C:14](=[O:20])[C@@H:15]([CH2:32][O:33][CH3:34])[CH2:16][CH2:17][CH2:18][Br:19])[C:2]1[CH:7]=[CH:6][CH:5]=[CH:4][CH:3]=1, predict the reactants needed to synthesize it. The reactants are: [CH2:1]([C@H:8]1[CH2:12][O:11][C:10](=[O:13])[N:9]1[C:14](=[O:20])[CH2:15][CH2:16][CH2:17][CH2:18][Br:19])[C:2]1[CH:7]=[CH:6][CH:5]=[CH:4][CH:3]=1.C[Si]([N-][Si](C)(C)C)(C)C.[Na+].Cl[CH2:32][O:33][CH3:34].Cl. (4) Given the product [C:9]1([CH3:13])[CH:10]=[CH:11][CH:12]=[C:7]([C:5]2([C:14]#[N:15])[CH2:4][CH2:3][CH2:2][O:6]2)[CH:8]=1, predict the reactants needed to synthesize it. The reactants are: Cl[CH2:2][CH2:3][CH2:4][C:5]([C:7]1[CH:8]=[C:9]([CH3:13])[CH:10]=[CH:11][CH:12]=1)=[O:6].[C-:14]#[N:15].[K+]. (5) Given the product [CH:1]([N:4]1[N:13]=[C:12]([NH:14][C:15]2[CH:19]=[C:18]([CH3:20])[NH:17][N:16]=2)[C:11]2[C:6](=[CH:7][C:8]([O:21][CH2:22][CH2:23][S:24]([CH3:25])=[O:32])=[CH:9][CH:10]=2)[C:5]1=[O:26])([CH3:2])[CH3:3], predict the reactants needed to synthesize it. The reactants are: [CH:1]([N:4]1[N:13]=[C:12]([NH:14][C:15]2[CH:19]=[C:18]([CH3:20])[NH:17][N:16]=2)[C:11]2[C:6](=[CH:7][C:8]([O:21][CH2:22][CH2:23][S:24][CH3:25])=[CH:9][CH:10]=2)[C:5]1=[O:26])([CH3:3])[CH3:2].ClC1C=C(C=CC=1)C(OO)=[O:32]. (6) Given the product [CH3:1][NH:2][C:3](=[O:12])[C:4]1[CH:9]=[CH:8][C:7]([NH:10][C:13]2([C:23]#[N:24])[CH2:17][CH2:16][CH2:15][CH2:14]2)=[CH:6][C:5]=1[F:11], predict the reactants needed to synthesize it. The reactants are: [CH3:1][NH:2][C:3](=[O:12])[C:4]1[CH:9]=[CH:8][C:7]([NH2:10])=[CH:6][C:5]=1[F:11].[C:13]1(=O)[CH2:17][CH2:16][CH2:15][CH2:14]1.[Si]([C:23]#[N:24])(C)(C)C. (7) Given the product [NH2:28][C:7]1[C:6]2[N:5]([C:4]([C@@H:12]3[CH2:17][CH2:16][CH2:15][N:14]([C:18]([O:20][CH2:21][C:22]4[CH:27]=[CH:26][CH:25]=[CH:24][CH:23]=4)=[O:19])[CH2:13]3)=[N:3][C:2]=2[Br:1])[CH:10]=[CH:9][N:8]=1, predict the reactants needed to synthesize it. The reactants are: [Br:1][C:2]1[N:3]=[C:4]([C@@H:12]2[CH2:17][CH2:16][CH2:15][N:14]([C:18]([O:20][CH2:21][C:22]3[CH:27]=[CH:26][CH:25]=[CH:24][CH:23]=3)=[O:19])[CH2:13]2)[N:5]2[CH:10]=[CH:9][N:8]=[C:7](Cl)[C:6]=12.[NH3:28].CC(O)C. (8) Given the product [OH:17][N:16]([CH3:15])[C:11]([C:3]1[N:2]=[CH:1][C:10]2[C:5]([CH:4]=1)=[CH:6][CH:7]=[CH:8][CH:9]=2)=[O:13], predict the reactants needed to synthesize it. The reactants are: [CH:1]1[C:10]2[C:5](=[CH:6][CH:7]=[CH:8][CH:9]=2)[CH:4]=[C:3]([C:11]([OH:13])=O)[N:2]=1.Cl.[CH3:15][NH:16][OH:17]. (9) Given the product [N+:44]([C:43]1[C:38]2[N:37]=[C:29]([C:26]3[CH:25]=[CH:24][C:23]4[CH:22]=[C:21]5[C:16](=[O:15])[NH:17][CH2:18][CH2:19][N:20]5[C:28]=4[CH:27]=3)[O:47][C:39]=2[CH:40]=[CH:41][CH:42]=1)([O-:46])=[O:45], predict the reactants needed to synthesize it. The reactants are: O=P12OP3(OP(OP(O3)(O1)=O)(=O)O2)=O.[O:15]=[C:16]1[C:21]2=[CH:22][C:23]3[CH:24]=[CH:25][C:26]([C:29](OCC)=O)=[CH:27][C:28]=3[N:20]2[C:19]2(CCC2)[CH2:18][NH:17]1.[NH2:37][C:38]1[C:43]([N+:44]([O-:46])=[O:45])=[CH:42][CH:41]=[CH:40][C:39]=1[OH:47].